Dataset: Forward reaction prediction with 1.9M reactions from USPTO patents (1976-2016). Task: Predict the product of the given reaction. Given the reactants [F:1][C:2]1[CH:3]=[C:4]([C:13]([OH:16])([CH3:15])[CH3:14])[CH:5]=[C:6]([F:12])[C:7]=1[CH:8]=[CH:9][O:10]C.Cl, predict the reaction product. The product is: [F:1][C:2]1[CH:3]=[C:4]([C:13]([OH:16])([CH3:14])[CH3:15])[CH:5]=[C:6]([F:12])[C:7]=1[CH2:8][CH:9]=[O:10].